This data is from Peptide-MHC class I binding affinity with 185,985 pairs from IEDB/IMGT. The task is: Regression. Given a peptide amino acid sequence and an MHC pseudo amino acid sequence, predict their binding affinity value. This is MHC class I binding data. (1) The peptide sequence is YPKTFGWLWK. The MHC is Mamu-B8301 with pseudo-sequence Mamu-B8301. The binding affinity (normalized) is 0.529. (2) The peptide sequence is GPMVAGGLLL. The MHC is HLA-B51:01 with pseudo-sequence HLA-B51:01. The binding affinity (normalized) is 0. (3) The peptide sequence is YPACEAIGL. The MHC is HLA-B48:01 with pseudo-sequence HLA-B48:01. The binding affinity (normalized) is 0.0847.